This data is from Full USPTO retrosynthesis dataset with 1.9M reactions from patents (1976-2016). The task is: Predict the reactants needed to synthesize the given product. (1) The reactants are: [CH2:1]([NH:8][C:9]([C:11]1[CH:12]=[C:13]2[C:18](=[N:19][CH:20]=1)[N:17]([O:21]CC1C=CC=CC=1)[C:16](=[O:29])[C:15]([C:30]([O:32][CH2:33][CH3:34])=[O:31])=[C:14]2[OH:35])=[O:10])[C:2]1[CH:7]=[CH:6][CH:5]=[CH:4][CH:3]=1. Given the product [CH2:1]([NH:8][C:9]([C:11]1[CH:12]=[C:13]2[C:18](=[N:19][CH:20]=1)[N:17]([OH:21])[C:16](=[O:29])[C:15]([C:30]([O:32][CH2:33][CH3:34])=[O:31])=[C:14]2[OH:35])=[O:10])[C:2]1[CH:3]=[CH:4][CH:5]=[CH:6][CH:7]=1, predict the reactants needed to synthesize it. (2) The reactants are: [Cl:1][C:2]1[CH:7]=[C:6]([Cl:8])[CH:5]=[C:4]([N+:9]([O-:11])=[O:10])[C:3]=1[OH:12].C(N(CC)CC)C.[F:20][C:21]([F:34])([F:33])[S:22](O[S:22]([C:21]([F:34])([F:33])[F:20])(=[O:24])=[O:23])(=[O:24])=[O:23]. Given the product [F:20][C:21]([F:34])([F:33])[S:22]([O:12][C:3]1[C:4]([N+:9]([O-:11])=[O:10])=[CH:5][C:6]([Cl:8])=[CH:7][C:2]=1[Cl:1])(=[O:24])=[O:23], predict the reactants needed to synthesize it. (3) Given the product [NH2:7][C:8]1[C:9]([F:30])=[C:10]([CH:15]([O:16][CH3:17])[C:18]([NH:19][CH2:20][C:21]2[CH:26]=[CH:25][C:24]([C:27]#[N:28])=[CH:23][CH:22]=2)=[O:29])[C:11]([F:14])=[CH:12][CH:13]=1, predict the reactants needed to synthesize it. The reactants are: C(OC(=O)[NH:7][C:8]1[CH:13]=[CH:12][C:11]([F:14])=[C:10]([CH:15]([C:18](=[O:29])[NH:19][CH2:20][C:21]2[CH:26]=[CH:25][C:24]([C:27]#[N:28])=[CH:23][CH:22]=2)[O:16][CH3:17])[C:9]=1[F:30])(C)(C)C.Cl. (4) Given the product [Br:1][C:2]1[CH:10]=[CH:9][C:5]([C:6]([Cl:14])=[O:7])=[C:4]([F:11])[CH:3]=1, predict the reactants needed to synthesize it. The reactants are: [Br:1][C:2]1[CH:10]=[CH:9][C:5]([C:6](O)=[O:7])=[C:4]([F:11])[CH:3]=1.O=S(Cl)[Cl:14]. (5) Given the product [CH3:18][S:16][C:14]1[S:15][C:11](=[CH:10][C:3]2[C:4]3[C:5](=[N:6][CH:7]=[CH:8][CH:9]=3)[NH:1][CH:2]=2)[C:12](=[O:17])[N:13]=1, predict the reactants needed to synthesize it. The reactants are: [NH:1]1[C:5]2=[N:6][CH:7]=[CH:8][CH:9]=[C:4]2[C:3]([CH:10]=[C:11]2[S:15][C:14](=[S:16])[NH:13][C:12]2=[O:17])=[CH:2]1.[CH3:18]I. (6) Given the product [Cl:18][C:15]1[CH:16]=[CH:17][C:12]([C:2]2([OH:3])[C:10]3[C:5](=[CH:6][CH:7]=[CH:8][CH:9]=3)[C:4](=[O:11])[N:32]2[CH2:31][C:30]2[CH:33]=[CH:34][C:27]([Cl:26])=[CH:28][CH:29]=2)=[CH:13][CH:14]=1, predict the reactants needed to synthesize it. The reactants are: Cl[C:2]1([C:12]2[CH:17]=[CH:16][C:15]([Cl:18])=[CH:14][CH:13]=2)[C:10]2[C:5](=[CH:6][CH:7]=[CH:8][CH:9]=2)[C:4](=[O:11])[O:3]1.C(N(CC)CC)C.[Cl:26][C:27]1[CH:34]=[CH:33][C:30]([CH2:31][NH2:32])=[CH:29][CH:28]=1. (7) Given the product [CH3:13][O:12][N:14]=[C:8]([C:5]1[CH:6]=[CH:7][C:2]([F:1])=[CH:3][CH:4]=1)[CH3:9], predict the reactants needed to synthesize it. The reactants are: [F:1][C:2]1[CH:7]=[CH:6][C:5]([C:8](=O)[CH3:9])=[CH:4][CH:3]=1.Cl.[O:12]([NH2:14])[CH3:13]. (8) The reactants are: C(S(N1CCC(C2C3C(=C(C(N)=O)C=C([C:21]4[S:22][C:23]([CH2:26][NH:27][CH2:28][CH:29]([CH3:32])[CH2:30][CH3:31])=[CH:24][CH:25]=4)C=3)NC=2)CC1)(=O)=O)C.C(C1SC([B:43]([OH:45])[OH:44])=CC=1)=O.C[C@@H](CC)CN.[BH3-]C#N.[Na+]. Given the product [CH3:32][C@@H:29]([CH2:30][CH3:31])[CH2:28][NH:27][CH2:26][C:23]1[S:22][C:21]([B:43]([OH:45])[OH:44])=[CH:25][CH:24]=1, predict the reactants needed to synthesize it. (9) Given the product [C:33]([O:32][C:30](=[O:31])[N:2]([CH3:1])[CH2:3][C:4]1[CH:5]=[CH:6][C:7]([N+:10]([O-:12])=[O:11])=[CH:8][CH:9]=1)([CH3:34])([CH3:35])[CH3:36], predict the reactants needed to synthesize it. The reactants are: [CH3:1][NH:2][CH2:3][C:4]1[CH:9]=[CH:8][C:7]([N+:10]([O-:12])=[O:11])=[CH:6][CH:5]=1.C(N(C(C)C)CC)(C)C.[CH3:34][C:33]([O:32][C:30](O[C:30]([O:32][C:33]([CH3:36])([CH3:35])[CH3:34])=[O:31])=[O:31])([CH3:36])[CH3:35]. (10) Given the product [CH:17]([C:2]1[CH:3]=[C:4]2[C:8](=[CH:9][CH:10]=1)[NH:7][N:6]=[C:5]2[C:11]([N:13]([O:15][CH3:16])[CH3:14])=[O:12])=[O:18], predict the reactants needed to synthesize it. The reactants are: I[C:2]1[CH:3]=[C:4]2[C:8](=[CH:9][CH:10]=1)[NH:7][N:6]=[C:5]2[C:11]([N:13]([O:15][CH3:16])[CH3:14])=[O:12].[CH:17](O[Na])=[O:18].